Task: Predict the reaction yield, written as a fraction of the theoretical maximum amount of product (1.0 means a 100% yield; for example, 0.34 means a 34% yield).. Dataset: Reaction yield outcomes from USPTO patents with 853,638 reactions (1) The reactants are [H-].[Na+].[F:3][C:4]1[C:5]([CH2:16][N:17]([CH3:25])[C:18](=[O:24])[O:19][C:20]([CH3:23])([CH3:22])[CH3:21])=[CH:6][NH:7][C:8]=1[C:9]1[C:10]([F:15])=[N:11][CH:12]=[CH:13][CH:14]=1.C1OCCOCCOCCOCCOC1.[CH3:41][C:42]1[C:47]([S:48](Cl)(=[O:50])=[O:49])=[CH:46][CH:45]=[CH:44][N:43]=1. The catalyst is O1CCCC1.O. The product is [F:3][C:4]1[C:5]([CH2:16][N:17]([CH3:25])[C:18](=[O:24])[O:19][C:20]([CH3:21])([CH3:22])[CH3:23])=[CH:6][N:7]([S:48]([C:47]2[C:42]([CH3:41])=[N:43][CH:44]=[CH:45][CH:46]=2)(=[O:50])=[O:49])[C:8]=1[C:9]1[C:10]([F:15])=[N:11][CH:12]=[CH:13][CH:14]=1. The yield is 0.860. (2) The reactants are [CH:1]1([O:7][C:8](=[O:41])[CH2:9][CH2:10][C@@H:11]([C:27](N2[C@H](C3C=CC=CC=3)COC2=O)=[O:28])[CH2:12][C@H:13]2[CH2:17][O:16][C:15]([CH3:19])([CH3:18])[N:14]2[C:20]([O:22][C:23]([CH3:26])([CH3:25])[CH3:24])=[O:21])[CH2:6][CH2:5][CH2:4][CH2:3][CH2:2]1.CO.[BH4-].[Na+]. The catalyst is C1COCC1. The product is [CH:1]1([O:7][C:8](=[O:41])[CH2:9][CH2:10][C@@H:11]([CH2:27][OH:28])[CH2:12][C@H:13]2[CH2:17][O:16][C:15]([CH3:18])([CH3:19])[N:14]2[C:20]([O:22][C:23]([CH3:25])([CH3:24])[CH3:26])=[O:21])[CH2:2][CH2:3][CH2:4][CH2:5][CH2:6]1. The yield is 0.900. (3) The yield is 0.740. The catalyst is C1C=CC([P]([Pd]([P](C2C=CC=CC=2)(C2C=CC=CC=2)C2C=CC=CC=2)([P](C2C=CC=CC=2)(C2C=CC=CC=2)C2C=CC=CC=2)[P](C2C=CC=CC=2)(C2C=CC=CC=2)C2C=CC=CC=2)(C2C=CC=CC=2)C2C=CC=CC=2)=CC=1. The product is [C:26]1([CH3:35])[CH:31]=[CH:30][CH:29]=[CH:28][C:27]=1[C:23]1[C:18]2[N:19]([CH:25]=[C:16]([C@@H:12]3[CH2:13][CH2:14][CH2:15][N:11]3[C:9]([O:8][CH2:1][C:2]3[CH:7]=[CH:6][CH:5]=[CH:4][CH:3]=3)=[O:10])[N:17]=2)[CH:20]=[CH:21][CH:22]=1. The reactants are [CH2:1]([O:8][C:9]([N:11]1[CH2:15][CH2:14][CH2:13][C@H:12]1[C:16]1[N:17]=[C:18]2[C:23](Br)=[CH:22][CH:21]=[CH:20][N:19]2[CH:25]=1)=[O:10])[C:2]1[CH:7]=[CH:6][CH:5]=[CH:4][CH:3]=1.[C:26]1([CH3:35])[CH:31]=[CH:30][CH:29]=[CH:28][C:27]=1B(O)O.C(=O)([O-])[O-].[K+].[K+]. (4) The reactants are [CH3:1][O:2][C:3]1[CH:4]=[C:5]2[O:9][C:8]([C:10]3[N:11]=[C:12]4[N:16]([CH:17]=3)[N:15]=[C:14]([O:18][CH3:19])[S:13]4)=[CH:7][C:6]2=[C:20]([OH:22])[CH:21]=1.[F:23][C:24]1([F:38])[CH2:29][CH2:28][C:27]([C:31]2[S:32][CH:33]=[C:34]([CH2:36]O)[N:35]=2)([OH:30])[CH2:26][CH2:25]1.C(P(CCCC)CCCC)CCC.C1CCN(C(N=NC(N2CCCCC2)=O)=O)CC1. The catalyst is C1COCC1. The product is [F:38][C:24]1([F:23])[CH2:25][CH2:26][C:27]([C:31]2[S:32][CH:33]=[C:34]([CH2:36][O:22][C:20]3[C:6]4[CH:7]=[C:8]([C:10]5[N:11]=[C:12]6[N:16]([CH:17]=5)[N:15]=[C:14]([O:18][CH3:19])[S:13]6)[O:9][C:5]=4[CH:4]=[C:3]([O:2][CH3:1])[CH:21]=3)[N:35]=2)([OH:30])[CH2:28][CH2:29]1. The yield is 0.780. (5) The reactants are [CH3:1][Si:2]([CH3:33])([CH3:32])[CH2:3][CH2:4][O:5][CH2:6][N:7]1[C:11]2[N:12]=[CH:13][N:14]=[C:15]([C:16]3[CH:17]=[N:18][N:19]([CH:21]([CH2:27][C:28]([O:30]C)=[O:29])[CH2:22][C:23]([O:25]C)=[O:24])[CH:20]=3)[C:10]=2[CH:9]=[CH:8]1.CO.O.[OH-].[Li+]. The catalyst is O. The product is [CH3:33][Si:2]([CH3:1])([CH3:32])[CH2:3][CH2:4][O:5][CH2:6][N:7]1[C:11]2[N:12]=[CH:13][N:14]=[C:15]([C:16]3[CH:17]=[N:18][N:19]([CH:21]([CH2:27][C:28]([OH:30])=[O:29])[CH2:22][C:23]([OH:25])=[O:24])[CH:20]=3)[C:10]=2[CH:9]=[CH:8]1. The yield is 0.800. (6) The catalyst is CN(C=O)C.O.CCOC(C)=O.CC(P(C(C)(C)C)C1C=CC(N(C)C)=CC=1)(C)C.CC(P(C(C)(C)C)C1C=CC(N(C)C)=CC=1)(C)C.Cl[Pd]Cl. The yield is 0.430. The reactants are Br[C:2]1[N:3]=[C:4]2[C:10]3[CH:11]=[CH:12][CH:13]=[CH:14][C:9]=3[NH:8][C:7]3[N:15]=[CH:16][CH:17]=[CH:18][C:6]=3[N:5]2[C:19]=1[C:20]1[CH:25]=[CH:24][C:23]([C:26]2([NH:30]C(=O)OC(C)(C)C)[CH2:29][CH2:28][CH2:27]2)=[CH:22][CH:21]=1.C(OC([N:45]([C:53]1[N:58]=[CH:57][C:56](B2OC(C)(C)C(C)(C)O2)=[CH:55][N:54]=1)C(OC(C)(C)C)=O)=O)(C)(C)C.[O-]P([O-])([O-])=O.[K+].[K+].[K+]. The product is [NH2:30][C:26]1([C:23]2[CH:22]=[CH:21][C:20]([C:19]3[N:5]4[C:6]5[CH:18]=[CH:17][CH:16]=[N:15][C:7]=5[NH:8][C:9]5[CH:14]=[CH:13][CH:12]=[CH:11][C:10]=5[C:4]4=[N:3][C:2]=3[C:56]3[CH:57]=[N:58][C:53]([NH2:45])=[N:54][CH:55]=3)=[CH:25][CH:24]=2)[CH2:29][CH2:28][CH2:27]1.